Dataset: Peptide-MHC class II binding affinity with 134,281 pairs from IEDB. Task: Regression. Given a peptide amino acid sequence and an MHC pseudo amino acid sequence, predict their binding affinity value. This is MHC class II binding data. The peptide sequence is LLVLAGWLFHVRGAR. The MHC is HLA-DQA10201-DQB10303 with pseudo-sequence HLA-DQA10201-DQB10303. The binding affinity (normalized) is 0.